From a dataset of M1 muscarinic receptor agonist screen with 61,833 compounds. Binary Classification. Given a drug SMILES string, predict its activity (active/inactive) in a high-throughput screening assay against a specified biological target. (1) The drug is o1c(c(C(=O)NCCCN(CCCC)c2ccccc2)c(cc1=O)C)C. The result is 0 (inactive). (2) The result is 0 (inactive). The compound is S(=O)(=O)(N(C)C)c1ccc(cc1)C(OCCCC(OCC)=O)=O.